Dataset: Reaction yield outcomes from USPTO patents with 853,638 reactions. Task: Predict the reaction yield, written as a fraction of the theoretical maximum amount of product (1.0 means a 100% yield; for example, 0.34 means a 34% yield). The reactants are [NH2:1][C:2]1[CH:3]=[C:4]([CH:21]=[CH:22][C:23]=1[O:24][CH3:25])[O:5][C:6]1[CH:7]=[CH:8][C:9]2[N:10]([CH:12]=[C:13]([NH:15][C:16]([CH:18]3[CH2:20][CH2:19]3)=[O:17])[N:14]=2)[N:11]=1.[CH3:26][N:27]1[C:31]([C:32](Cl)=[O:33])=[CH:30][C:29]([CH3:35])=[N:28]1. The catalyst is CN(C)C(=O)C. The product is [CH:18]1([C:16]([NH:15][C:13]2[N:14]=[C:9]3[CH:8]=[CH:7][C:6]([O:5][C:4]4[CH:21]=[CH:22][C:23]([O:24][CH3:25])=[C:2]([NH:1][C:32]([C:31]5[N:27]([CH3:26])[N:28]=[C:29]([CH3:35])[CH:30]=5)=[O:33])[CH:3]=4)=[N:11][N:10]3[CH:12]=2)=[O:17])[CH2:20][CH2:19]1. The yield is 0.540.